Predict the reaction yield, written as a fraction of the theoretical maximum amount of product (1.0 means a 100% yield; for example, 0.34 means a 34% yield). From a dataset of Reaction yield outcomes from USPTO patents with 853,638 reactions. (1) The reactants are [Br:1][C:2]1[CH:7]=[CH:6][CH:5]=[C:4]([Br:8])[C:3]=1I.C([Li])(C)(C)C.[Br:15][C:16]1[CH:21]=[CH:20][CH:19]=[CH:18][C:17]=1Br. The catalyst is O1CCCC1.CCCCC. The product is [Br:1][C:2]1[CH:7]=[CH:6][CH:5]=[C:4]([Br:8])[C:3]=1[C:17]1[CH:18]=[CH:19][CH:20]=[CH:21][C:16]=1[Br:15]. The yield is 0.970. (2) The reactants are [OH-].[Na+].[S:3]1[CH2:7][C:6](=[O:8])[NH:5][C:4]1=[O:9].[F:10][C:11]([F:25])([F:24])[C:12]1[CH:13]=[C:14]([CH:17]=[C:18]([C:20]([F:23])([F:22])[F:21])[CH:19]=1)[CH2:15]Br.C(O)C. The catalyst is O. The product is [F:10][C:11]([F:24])([F:25])[C:12]1[CH:13]=[C:14]([CH:17]=[C:18]([C:20]([F:23])([F:21])[F:22])[CH:19]=1)[CH2:15][N:5]1[C:6](=[O:8])[CH2:7][S:3][C:4]1=[O:9]. The yield is 0.725. (3) The reactants are [F:1][C:2]1[CH:7]=[CH:6][C:5]([C:8]2[NH:9][C:10](=[S:20])[NH:11][C:12]=2[C:13]2[CH:18]=[CH:17][N:16]=[C:15](F)[CH:14]=2)=[CH:4][CH:3]=1.C(O)(=[O:23])C.O. No catalyst specified. The product is [F:1][C:2]1[CH:7]=[CH:6][C:5]([C:8]2[NH:9][C:10](=[S:20])[NH:11][C:12]=2[C:13]2[CH:18]=[CH:17][N:16]=[C:15]([OH:23])[CH:14]=2)=[CH:4][CH:3]=1. The yield is 0.840. (4) The yield is 0.390. The reactants are [F:1][C:2]1([F:17])[O:6][C:5]2[CH:7]=[CH:8][C:9]([CH2:11][CH:12]3[CH2:16][CH2:15][NH:14][CH2:13]3)=[CH:10][C:4]=2[O:3]1.C(N(CC)CC)C.C1([O:31][C:32](=O)[NH:33][C:34]2[CH:35]=[N:36][CH:37]=[CH:38][CH:39]=2)C=CC=CC=1. The catalyst is C(#N)C. The product is [N:36]1[CH:37]=[CH:38][CH:39]=[C:34]([NH:33][C:32]([N:14]2[CH2:15][CH2:16][CH:12]([CH2:11][C:9]3[CH:8]=[CH:7][C:5]4[O:6][C:2]([F:1])([F:17])[O:3][C:4]=4[CH:10]=3)[CH2:13]2)=[O:31])[CH:35]=1. (5) The reactants are [N:1]1([C:6]2[CH:11]=[C:10]([NH2:12])[C:9]([NH2:13])=[C:8]([CH3:14])[CH:7]=2)[CH:5]=[CH:4][N:3]=[CH:2]1.[I:15][C:16]1[CH:21]=[CH:20][N:19]=[C:18]([O:22][CH3:23])[C:17]=1[CH:24]=O. The catalyst is CO. The product is [N:1]1([C:6]2[CH:7]=[C:8]([CH3:14])[C:9]3[N:13]=[C:24]([C:17]4[C:18]([O:22][CH3:23])=[N:19][CH:20]=[CH:21][C:16]=4[I:15])[NH:12][C:10]=3[CH:11]=2)[CH:5]=[CH:4][N:3]=[CH:2]1. The yield is 0.600. (6) The reactants are [CH3:1][C:2]1([CH3:7])[CH2:6][CH2:5][CH:4]=[N:3]1.[C-:8]#[N:9].[K+].Cl.[OH-].[Na+]. The catalyst is O. The product is [CH3:1][C:2]1([CH3:7])[NH:3][CH:4]([C:8]#[N:9])[CH2:5][CH2:6]1. The yield is 0.450.